This data is from Full USPTO retrosynthesis dataset with 1.9M reactions from patents (1976-2016). The task is: Predict the reactants needed to synthesize the given product. (1) Given the product [CH2:1]([C:3]1[C:8](=[O:9])[NH:7][C:6]([CH3:10])=[C:5]([C:11]2[CH:16]=[CH:15][CH:14]=[C:13]([CH2:17][N:19]3[CH2:23][CH2:22][CH2:21][CH2:20]3)[N:12]=2)[CH:4]=1)[CH3:2], predict the reactants needed to synthesize it. The reactants are: [CH2:1]([C:3]1[C:8](=[O:9])[NH:7][C:6]([CH3:10])=[C:5]([C:11]2[CH:16]=[CH:15][CH:14]=[C:13]([CH:17]=O)[N:12]=2)[CH:4]=1)[CH3:2].[NH:19]1[CH2:23][CH2:22][CH2:21][CH2:20]1. (2) Given the product [CH3:26][O:25][C:21]1[CH:22]=[C:23]2[C:18](=[CH:19][C:20]=1[O:27][CH3:28])[C:17](=[O:29])[CH:16]([CH2:15][CH:12]1[CH2:13][CH2:14][NH:9][CH2:10][CH2:11]1)[CH2:24]2, predict the reactants needed to synthesize it. The reactants are: Cl.C(OC([N:9]1[CH2:14][CH2:13][CH:12]([CH2:15][CH:16]2[CH2:24][C:23]3[C:18](=[CH:19][C:20]([O:27][CH3:28])=[C:21]([O:25][CH3:26])[CH:22]=3)[C:17]2=[O:29])[CH2:11][CH2:10]1)=O)(C)(C)C.C(=O)([O-])[O-].[Na+].[Na+]. (3) Given the product [CH:1]([CH:4]1[CH2:9][CH2:8][CH:7]([CH3:10])[CH2:6][CH:5]1[O:11][C:12](=[O:23])[NH:13][C@@:14]1([CH3:22])[CH2:19][CH2:18][C:17](=[O:20])[NH:16][C:15]1=[O:21])([CH3:3])[CH3:2], predict the reactants needed to synthesize it. The reactants are: [CH:1]([CH:4]1[CH2:9][CH2:8][CH:7]([CH3:10])[CH2:6][CH:5]1[O:11][C:12](=[O:23])[NH:13][C@:14]1([CH3:22])[CH2:19][CH2:18][C:17](=[O:20])[NH:16][C:15]1=[O:21])([CH3:3])[CH3:2]. (4) Given the product [CH2:24]([S:9][C:8]([C:2]1[CH:3]=[CH:4][CH:5]=[CH:6][CH:7]=1)([C:10]1[CH:11]=[CH:12][CH:13]=[CH:14][CH:15]=1)[C:16]1[CH:17]=[CH:18][CH:19]=[CH:20][CH:21]=1)[CH:23]=[CH2:22], predict the reactants needed to synthesize it. The reactants are: [Na].[C:2]1([C:8]([C:16]2[CH:21]=[CH:20][CH:19]=[CH:18][CH:17]=2)([C:10]2[CH:15]=[CH:14][CH:13]=[CH:12][CH:11]=2)[SH:9])[CH:7]=[CH:6][CH:5]=[CH:4][CH:3]=1.[CH2:22](Br)[CH:23]=[CH2:24]. (5) Given the product [C:20]1([CH:19]=[CH:15][CH:14]=[C:10]2[S:9][C:8](=[N:7][C:1]3[CH:2]=[CH:3][CH:4]=[CH:5][CH:6]=3)[NH:12][C:11]2=[O:13])[CH:5]=[CH:6][CH:1]=[CH:2][CH:3]=1, predict the reactants needed to synthesize it. The reactants are: [C:1]1([N:7]=[C:8]2[NH:12][C:11](=[O:13])[CH2:10][S:9]2)[CH:6]=[CH:5][CH:4]=[CH:3][CH:2]=1.[CH3:14][C:15]([O-])=O.[Na+].[CH3:19][C:20](O)=O. (6) Given the product [C:1]([O:9][C@H:10]1[C@@H:21]([O:22][C:23](=[O:30])[C:24]2[CH:29]=[CH:28][CH:27]=[CH:26][CH:25]=2)[C@H:20]([O:31][C:32](=[O:39])[C:33]2[CH:38]=[CH:37][CH:36]=[CH:35][CH:34]=2)[C@@H:19]([CH2:40][O:41][C@H:52]2[O:60][C@H:61]([CH2:82][O:83][C:84](=[O:91])[C:85]3[CH:90]=[CH:89][CH:88]=[CH:87][CH:86]=3)[C@@H:62]([O:73][C:74](=[O:81])[C:75]3[CH:76]=[CH:77][CH:78]=[CH:79][CH:80]=3)[C@H:63]([O:64][C:65](=[O:72])[C:66]3[CH:67]=[CH:68][CH:69]=[CH:70][CH:71]=3)[C@@H:51]2[O:50][C:42](=[O:49])[C:43]2[CH:44]=[CH:45][CH:46]=[CH:47][CH:48]=2)[O:18][C@@H:11]1[O:12][CH2:13][CH2:14][N:15]=[N+:16]=[N-:17])(=[O:8])[C:2]1[CH:7]=[CH:6][CH:5]=[CH:4][CH:3]=1, predict the reactants needed to synthesize it. The reactants are: [C:1]([O:9][C@H:10]1[C@@H:21]([O:22][C:23](=[O:30])[C:24]2[CH:29]=[CH:28][CH:27]=[CH:26][CH:25]=2)[C@H:20]([O:31][C:32](=[O:39])[C:33]2[CH:38]=[CH:37][CH:36]=[CH:35][CH:34]=2)[C@@H:19]([CH2:40][OH:41])[O:18][C@@H:11]1[O:12][CH2:13][CH2:14][N:15]=[N+:16]=[N-:17])(=[O:8])[C:2]1[CH:7]=[CH:6][CH:5]=[CH:4][CH:3]=1.[C:42]([O:50][C@H:51]1[C@@H:63]([O:64][C:65](=[O:72])[C:66]2[CH:71]=[CH:70][CH:69]=[CH:68][CH:67]=2)[C@H:62]([O:73][C:74](=[O:81])[C:75]2[CH:80]=[CH:79][CH:78]=[CH:77][CH:76]=2)[C@@H:61]([CH2:82][O:83][C:84](=[O:91])[C:85]2[CH:90]=[CH:89][CH:88]=[CH:87][CH:86]=2)[O:60][C@@H:52]1OC(=N)C(Cl)(Cl)Cl)(=[O:49])[C:43]1[CH:48]=[CH:47][CH:46]=[CH:45][CH:44]=1.[Si](OS(C(F)(F)F)(=O)=O)(C)(C)C.